The task is: Predict the product of the given reaction.. This data is from Forward reaction prediction with 1.9M reactions from USPTO patents (1976-2016). Given the reactants CO[C:3]([C:5]1[S:6][C:7]([C:15]#[C:16][CH:17]2[CH2:19][CH2:18]2)=[CH:8][C:9]=1[N:10]=[CH:11][N:12]([CH3:14])C)=[O:4].[CH3:20][S:21]([CH2:24][CH2:25][N:26]1[CH2:32][CH2:31][CH2:30][N:29]([C:33]2[CH:38]=[CH:37]C(N)=[CH:35][CH:34]=2)[CH2:28][CH2:27]1)(=[O:23])=[O:22], predict the reaction product. The product is: [CH:17]1([C:16]#[C:15][C:7]2[S:6][C:5]3[C:3](=[O:4])[N:12]([C:14]4[CH:37]=[CH:38][C:33]([N:29]5[CH2:30][CH2:31][CH2:32][N:26]([CH2:25][CH2:24][S:21]([CH3:20])(=[O:23])=[O:22])[CH2:27][CH2:28]5)=[CH:34][CH:35]=4)[CH:11]=[N:10][C:9]=3[CH:8]=2)[CH2:18][CH2:19]1.